Dataset: Catalyst prediction with 721,799 reactions and 888 catalyst types from USPTO. Task: Predict which catalyst facilitates the given reaction. (1) Reactant: [C:1]([NH:4][C:5]1[CH:21]=[CH:20][C:8]([O:9][CH2:10][CH2:11][C:12]([CH3:19])([CH3:18])[C:13]([O:15][CH2:16][CH3:17])=[O:14])=[CH:7][C:6]=1[NH2:22])(=[O:3])[CH3:2].[Cl:23][C:24]1[CH:29]=[C:28]([Cl:30])[CH:27]=[CH:26][C:25]=1[CH2:31]Cl.C([O-])([O-])=O.[K+].[K+].CN(C=O)C. Product: [C:1]([NH:4][C:5]1[CH:21]=[CH:20][C:8]([O:9][CH2:10][CH2:11][C:12]([CH3:18])([CH3:19])[C:13]([O:15][CH2:16][CH3:17])=[O:14])=[CH:7][C:6]=1[NH:22][CH2:31][C:25]1[CH:26]=[CH:27][C:28]([Cl:30])=[CH:29][C:24]=1[Cl:23])(=[O:3])[CH3:2]. The catalyst class is: 6. (2) Reactant: [Br:1][C:2]1[CH:7]=[CH:6][C:5]([C:8]2(O)[CH2:13][CH2:12][CH:11]([CH2:14][CH2:15][CH3:16])[CH2:10][CH2:9]2)=[C:4]([F:18])[CH:3]=1.CC1C=CC(S(O)(=O)=O)=CC=1. Product: [Br:1][C:2]1[CH:7]=[CH:6][C:5]([C:8]2[CH2:13][CH2:12][CH:11]([CH2:14][CH2:15][CH3:16])[CH2:10][CH:9]=2)=[C:4]([F:18])[CH:3]=1. The catalyst class is: 11. (3) Reactant: [F:1][C:2]1[CH:3]=[CH:4][C:5]([O:23][CH3:24])=[C:6]([C:8]([CH3:22])([CH3:21])[CH2:9][C:10]([O:17][CH2:18][O:19][CH3:20])([C:13]([F:16])([F:15])[F:14])[CH2:11][OH:12])[CH:7]=1.[Cr](Cl)([O-])(=O)=O.[NH+]1C=CC=CC=1. Product: [F:1][C:2]1[CH:3]=[CH:4][C:5]([O:23][CH3:24])=[C:6]([C:8]([CH3:21])([CH3:22])[CH2:9][C:10]([O:17][CH2:18][O:19][CH3:20])([C:13]([F:16])([F:15])[F:14])[CH:11]=[O:12])[CH:7]=1. The catalyst class is: 4. (4) Reactant: [Si]([O:8][C@H:9]1[CH2:13][N:12]([C:14]([O:16][C:17]([CH3:20])([CH3:19])[CH3:18])=[O:15])[C@H:11]([CH2:21]OS(C)(=O)=O)[CH2:10]1)(C(C)(C)C)(C)C. Product: [OH:8][C@H:9]1[CH2:13][N:12]([C:14]([O:16][C:17]([CH3:20])([CH3:19])[CH3:18])=[O:15])[C@H:11]([CH3:21])[CH2:10]1. The catalyst class is: 1. (5) Reactant: [Br:1][C:2]1[CH:3]=[C:4]([CH:8]=[C:9]([O:11][C:12]([F:15])([F:14])[F:13])[CH:10]=1)[C:5]([OH:7])=O.[CH3:16][NH:17][O:18][CH3:19].Cl.CN(C(ON1N=NC2C=CC=NC1=2)=[N+](C)C)C.F[P-](F)(F)(F)(F)F. Product: [Br:1][C:2]1[CH:3]=[C:4]([CH:8]=[C:9]([O:11][C:12]([F:15])([F:14])[F:13])[CH:10]=1)[C:5]([N:17]([O:18][CH3:19])[CH3:16])=[O:7]. The catalyst class is: 18. (6) Reactant: [CH3:1][O:2][C:3]1[CH:8]=[CH:7][C:6]([C:9]([NH:22][CH2:23][CH2:24][CH2:25][CH2:26][CH2:27][C:28](OC2C(F)=C(F)C=C(F)C=2F)=[O:29])([C:16]2[CH:21]=CC=[CH:18][CH:17]=2)[C:10]2[CH:15]=[CH:14][CH:13]=[CH:12][CH:11]=2)=[CH:5][CH:4]=1.[CH:41]1[C:45]2=[C:46]3[C:50](=[CH:51][CH:52]=[C:44]2[NH:43][CH:42]=1)[NH:49][CH:48]([C:53]([O:55][CH3:56])=[O:54])[CH2:47]3.C(N(CC)CC)C. Product: [CH3:1][O:2][C:3]1[CH:4]=[CH:5][C:6]([C:9]([NH:22][CH2:23][CH2:24][CH2:25][CH2:26][CH2:27][C:28]([N:43]2[C:44]3[C:45](=[C:46]4[C:50](=[CH:51][CH:52]=3)[NH:49][CH:48]([C:53]([O:55][CH3:56])=[O:54])[CH2:47]4)[CH:41]=[CH:42]2)=[O:29])([C:10]2[CH:15]=[CH:14][CH:13]=[CH:12][CH:11]=2)[C:16](=[CH2:21])[CH:17]=[CH2:18])=[CH:7][CH:8]=1. The catalyst class is: 2. (7) Reactant: [CH3:1][C:2]1[N:3]=[C:4]([C:7]2[C:8](=[O:24])[O:9][C:10]3[C:15]([CH:16]=2)=[CH:14][C:13]([CH2:17][CH2:18][CH2:19][CH2:20][CH2:21][CH3:22])=[C:12]([OH:23])[CH:11]=3)[S:5][CH:6]=1.[C:25](OC(=O)C)(=[O:27])[CH3:26]. Product: [CH3:1][C:2]1[N:3]=[C:4]([C:7]2[C:8](=[O:24])[O:9][C:10]3[C:15]([CH:16]=2)=[CH:14][C:13]([CH2:17][CH2:18][CH2:19][CH2:20][CH2:21][CH3:22])=[C:12]([O:23][C:25](=[O:27])[CH3:26])[CH:11]=3)[S:5][CH:6]=1. The catalyst class is: 17.